Predict which catalyst facilitates the given reaction. From a dataset of Catalyst prediction with 721,799 reactions and 888 catalyst types from USPTO. (1) Reactant: [CH3:1][C:2]1([N:14]2[CH2:19][CH2:18][CH:17]([N:20]3[C:24]4[CH:25]=[CH:26][C:27]([CH3:29])=[CH:28][C:23]=4[NH:22][C:21]3=[O:30])[CH2:16][CH2:15]2)[CH2:6][CH2:5][N:4]([C:7]([O:9][C:10](C)([CH3:12])[CH3:11])=[O:8])[CH2:3]1.Cl.O1CCOCC1.C([O-])([O-])=O.[K+].[K+].C(Cl)(=O)OC(C)C.C1(C)C=CC=CC=1.[OH-].[Na+]. Product: [CH3:1][C:2]1([N:14]2[CH2:19][CH2:18][CH:17]([N:20]3[C:24]4[CH:25]=[CH:26][C:27]([CH3:29])=[CH:28][C:23]=4[NH:22][C:21]3=[O:30])[CH2:16][CH2:15]2)[CH2:6][CH2:5][N:4]([C:7]([O:9][CH:10]([CH3:12])[CH3:11])=[O:8])[CH2:3]1. The catalyst class is: 138. (2) Reactant: [NH2:1][C@@H:2]1[CH2:11][CH2:10][C:9]2[C:4](=[C:5]([N:13]3[CH2:18][CH2:17][NH:16][CH2:15][CH2:14]3)[CH:6]=[CH:7][C:8]=2[Br:12])[CH2:3]1.C(N(CC)CC)C.[C:26](O[C:26]([O:28][C:29]([CH3:32])([CH3:31])[CH3:30])=[O:27])([O:28][C:29]([CH3:32])([CH3:31])[CH3:30])=[O:27].[OH-].[Na+]. Product: [NH2:1][C@H:2]1[CH2:3][C:4]2[C:5]([N:13]3[CH2:14][CH2:15][N:16]([C:26]([O:28][C:29]([CH3:32])([CH3:31])[CH3:30])=[O:27])[CH2:17][CH2:18]3)=[CH:6][CH:7]=[C:8]([Br:12])[C:9]=2[CH2:10][CH2:11]1. The catalyst class is: 34. (3) Reactant: [F:1][C:2]1[CH:3]=[CH:4][C:5]([O:38][CH3:39])=[C:6]([C:8]2[CH:13]=[CH:12][N:11]=[C:10]3[NH:14][C:15]([C:17]4[CH2:18][CH2:19][N:20]([C:23]([C@H:25]5[CH2:29][C@@H:28]([OH:30])[CH2:27][N:26]5C(OC(C)(C)C)=O)=[O:24])[CH2:21][CH:22]=4)=[CH:16][C:9]=23)[CH:7]=1.FC(F)(F)C(O)=O. Product: [F:1][C:2]1[CH:3]=[CH:4][C:5]([O:38][CH3:39])=[C:6]([C:8]2[CH:13]=[CH:12][N:11]=[C:10]3[NH:14][C:15]([C:17]4[CH2:18][CH2:19][N:20]([C:23]([C@H:25]5[CH2:29][C@@H:28]([OH:30])[CH2:27][NH:26]5)=[O:24])[CH2:21][CH:22]=4)=[CH:16][C:9]=23)[CH:7]=1. The catalyst class is: 4. (4) Reactant: [OH:1][C@H:2]([C:37]1[CH:42]=[CH:41][CH:40]=[CH:39][CH:38]=1)[C@H:3]1[CH2:7][CH2:6][C@@H:5]([CH2:8][C:9]2[CH:10]=[N:11][C:12]([C:15]([N:17]3[CH2:22][CH2:21][N:20]([CH2:23][C:24]4[CH:29]=[CH:28][CH:27]=[CH:26][N:25]=4)[CH2:19][CH2:18]3)=[O:16])=[CH:13][CH:14]=2)[N:4]1C(OC(C)(C)C)=O.FC(F)(F)C(O)=O. Product: [C:37]1([C@H:2]([C@H:3]2[CH2:7][CH2:6][C@@H:5]([CH2:8][C:9]3[CH:10]=[N:11][C:12]([C:15]([N:17]4[CH2:18][CH2:19][N:20]([CH2:23][C:24]5[CH:29]=[CH:28][CH:27]=[CH:26][N:25]=5)[CH2:21][CH2:22]4)=[O:16])=[CH:13][CH:14]=3)[NH:4]2)[OH:1])[CH:42]=[CH:41][CH:40]=[CH:39][CH:38]=1. The catalyst class is: 4. (5) Reactant: Br[C:2]1[CH:7]=[CH:6][CH:5]=[CH:4][N:3]=1.[Li]CCCC.[F:13][C:14]1[CH:19]=[CH:18][C:17]([N:20]2[C:24]3[CH:25]=[C:26]4[C@:31]([C:33](OC)=[O:34])([CH2:32][C:23]=3[CH:22]=[N:21]2)[CH2:30][N:29]([C:37]([O:39][C:40]([CH3:43])([CH3:42])[CH3:41])=[O:38])[CH2:28][CH2:27]4)=[CH:16][CH:15]=1. Product: [F:13][C:14]1[CH:19]=[CH:18][C:17]([N:20]2[C:24]3[CH:25]=[C:26]4[C@:31]([C:33](=[O:34])[C:2]5[CH:7]=[CH:6][CH:5]=[CH:4][N:3]=5)([CH2:32][C:23]=3[CH:22]=[N:21]2)[CH2:30][N:29]([C:37]([O:39][C:40]([CH3:42])([CH3:41])[CH3:43])=[O:38])[CH2:28][CH2:27]4)=[CH:16][CH:15]=1. The catalyst class is: 27.